From a dataset of Reaction yield outcomes from USPTO patents with 853,638 reactions. Predict the reaction yield, written as a fraction of the theoretical maximum amount of product (1.0 means a 100% yield; for example, 0.34 means a 34% yield). (1) The catalyst is CCO.COCCOC.C1C=CC([P]([Pd]([P](C2C=CC=CC=2)(C2C=CC=CC=2)C2C=CC=CC=2)([P](C2C=CC=CC=2)(C2C=CC=CC=2)C2C=CC=CC=2)[P](C2C=CC=CC=2)(C2C=CC=CC=2)C2C=CC=CC=2)(C2C=CC=CC=2)C2C=CC=CC=2)=CC=1. The reactants are [S:1]1[CH2:5][CH2:4][N:3]=[C:2]1[NH:6][C:7]([C:9]1[CH:10]=[C:11](B(O)O)[CH:12]=[CH:13][CH:14]=1)=[O:8].I[C:19]1[C:27]2[C:22](=[N:23][CH:24]=[N:25][C:26]=2[NH2:28])[N:21]([CH:29]([CH3:31])[CH3:30])[N:20]=1.C([O-])([O-])=O.[Na+].[Na+]. The yield is 0.670. The product is [NH2:28][C:26]1[N:25]=[CH:24][N:23]=[C:22]2[N:21]([CH:29]([CH3:31])[CH3:30])[N:20]=[C:19]([C:11]3[CH:10]=[C:9]([CH:14]=[CH:13][CH:12]=3)[C:7]([NH:6][C:2]3[S:1][CH2:5][CH2:4][N:3]=3)=[O:8])[C:27]=12. (2) The reactants are CO[C:3](=[O:13])[C:4]1[C:9]([I:10])=[CH:8][CH:7]=[CH:6][C:5]=1[CH2:11]Br.[CH3:14][O:15][C:16]1[CH:17]=[C:18]([CH:21]=[CH:22][CH:23]=1)[CH2:19][NH2:20].C([O-])([O-])=O.[K+].[K+].C(OCC)(=O)C. The catalyst is C1(C)C=CC=CC=1.CCCCCC. The product is [I:10][C:9]1[CH:8]=[CH:7][CH:6]=[C:5]2[C:4]=1[C:3](=[O:13])[N:20]([CH2:19][C:18]1[CH:21]=[CH:22][CH:23]=[C:16]([O:15][CH3:14])[CH:17]=1)[CH2:11]2. The yield is 0.270.